This data is from Full USPTO retrosynthesis dataset with 1.9M reactions from patents (1976-2016). The task is: Predict the reactants needed to synthesize the given product. (1) Given the product [N+:2]([C:5]1[CH:6]=[CH:7][C:8]([CH2:9][NH:10][S:21]([CH3:20])(=[O:23])=[O:22])=[CH:11][CH:12]=1)([O-:4])=[O:3], predict the reactants needed to synthesize it. The reactants are: Cl.[N+:2]([C:5]1[CH:12]=[CH:11][C:8]([CH2:9][NH2:10])=[CH:7][CH:6]=1)([O-:4])=[O:3].C(N(CC)CC)C.[CH3:20][S:21](Cl)(=[O:23])=[O:22]. (2) The reactants are: [CH3:1][CH:2]([CH2:6][CH2:7][CH3:8])[C:3](Cl)=[O:4].[CH2:9]([O:11][C:12]#[CH:13])[CH3:10]. Given the product [CH2:12]([O:11][C:9]1[C:2]([CH3:1])([CH2:6][CH2:7][CH3:8])[C:3](=[O:4])[CH:10]=1)[CH3:13], predict the reactants needed to synthesize it.